This data is from Reaction yield outcomes from USPTO patents with 853,638 reactions. The task is: Predict the reaction yield, written as a fraction of the theoretical maximum amount of product (1.0 means a 100% yield; for example, 0.34 means a 34% yield). (1) The reactants are [Br:1][C:2]1[C:3]([CH3:14])=[C:4]([Cl:13])[CH:5]=[C:6]([CH:10](Cl)[CH3:11])[C:7]=1[O:8][CH3:9].[CH3:15][C:16]1[C:24]2[C:19](=[N:20][CH:21]=[N:22][C:23]=2[NH2:25])[NH:18][N:17]=1.[I-].[K+].C(=O)([O-])[O-].[Cs+].[Cs+]. The catalyst is CN(C)C=O.C(Cl)Cl. The product is [Br:1][C:2]1[C:7]([O:8][CH3:9])=[C:6]([CH:10]([N:18]2[C:19]3=[N:20][CH:21]=[N:22][C:23]([NH2:25])=[C:24]3[C:16]([CH3:15])=[N:17]2)[CH3:11])[CH:5]=[C:4]([Cl:13])[C:3]=1[CH3:14]. The yield is 0.500. (2) The yield is 0.0800. The reactants are [C:1]1([CH:7]2[CH2:12][CH2:11][CH2:10][CH2:9][C:8]2=[O:13])[CH:6]=[CH:5][CH:4]=[CH:3][CH:2]=1.[Br:14]Br. The product is [Br:14][CH:9]1[CH2:10][CH2:11][CH2:12][CH:7]([C:1]2[CH:6]=[CH:5][CH:4]=[CH:3][CH:2]=2)[C:8]1=[O:13]. The catalyst is C(Cl)(Cl)Cl. (3) The reactants are [Cl:1][C:2]1[CH:3]=[C:4]([CH:14]=[CH:15][CH:16]=1)[C:5]([O:7][N:8]=[C:9]([NH2:13])[CH:10]([OH:12])[CH3:11])=O.C([O-])(=O)C.[Na+]. The catalyst is C(O)C.O. The product is [Cl:1][C:2]1[CH:3]=[C:4]([C:5]2[O:7][N:8]=[C:9]([CH:10]([OH:12])[CH3:11])[N:13]=2)[CH:14]=[CH:15][CH:16]=1. The yield is 0.250. (4) The yield is 0.930. The catalyst is N1C=CC=CC=1. The product is [Br:1][C:2]1[CH:7]=[CH:6][C:5]([S:8]([NH:13][C:14]2[C:15]([CH3:21])=[N:16][N:17]([CH3:20])[C:18]=2[CH3:19])(=[O:10])=[O:9])=[C:4]([CH3:12])[CH:3]=1. The reactants are [Br:1][C:2]1[CH:7]=[CH:6][C:5]([S:8](Cl)(=[O:10])=[O:9])=[C:4]([CH3:12])[CH:3]=1.[NH2:13][C:14]1[C:15]([CH3:21])=[N:16][N:17]([CH3:20])[C:18]=1[CH3:19]. (5) The reactants are [NH2:1][CH2:2][C@H:3]1[CH2:7][CH2:6][CH2:5][N:4]1[C:8]([C:10]1[CH:30]=[CH:29][C:13]([C:14]([NH:16][C@H:17]([C:19]2[NH:23][C:22]3[CH:24]=[CH:25][C:26]([Cl:28])=[CH:27][C:21]=3[N:20]=2)[CH3:18])=[O:15])=[CH:12][C:11]=1[Cl:31])=[O:9].[CH3:32][S:33](Cl)(=[O:35])=[O:34].C(N(CC)CC)C.ClCl. The catalyst is O1CCCC1.ClCCl.C(O)C. The product is [Cl:31][C:11]1[CH:12]=[C:13]([CH:29]=[CH:30][C:10]=1[C:8]([N:4]1[CH2:5][CH2:6][CH2:7][C@@H:3]1[CH2:2][NH:1][S:33]([CH3:32])(=[O:35])=[O:34])=[O:9])[C:14]([NH:16][C@H:17]([C:19]1[NH:23][C:22]2[CH:24]=[CH:25][C:26]([Cl:28])=[CH:27][C:21]=2[N:20]=1)[CH3:18])=[O:15]. The yield is 0.620. (6) The reactants are [CH3:1][N:2]([CH2:10][C:11]1[CH:15]=[C:14]([C:16]2[CH:21]=[CH:20][C:19]([S:22]([CH3:25])(=[O:24])=[O:23])=[CH:18][CH:17]=2)[N:13]([S:26]([C:29]2[CH:30]=[N:31][CH:32]=[CH:33][CH:34]=2)(=[O:28])=[O:27])[CH:12]=1)C(=O)OC(C)(C)C.C(OCC)(=O)C.[ClH:41]. The catalyst is C(OCC)(=O)C. The product is [ClH:41].[ClH:41].[CH3:1][NH:2][CH2:10][C:11]1[CH:15]=[C:14]([C:16]2[CH:17]=[CH:18][C:19]([S:22]([CH3:25])(=[O:23])=[O:24])=[CH:20][CH:21]=2)[N:13]([S:26]([C:29]2[CH:30]=[N:31][CH:32]=[CH:33][CH:34]=2)(=[O:27])=[O:28])[CH:12]=1. The yield is 0.330. (7) The reactants are [CH2:1]([O:8][C:9]([N:11]1[CH:17]([C:18](=O)[NH:19][C:20]2[CH:25]=[C:24]([Br:26])[CH:23]=[CH:22][C:21]=2[NH2:27])[CH2:16][C:13]2([CH2:15][CH2:14]2)[CH2:12]1)=[O:10])[C:2]1[CH:7]=[CH:6][CH:5]=[CH:4][CH:3]=1.C(OC(N1C(C(=O)NC2C=CC(Br)=CC=2N)CC2(CC2)C1)=O)C1C=CC=CC=1. The catalyst is CC(O)=O. The product is [CH2:1]([O:8][C:9]([N:11]1[CH:17]([C:18]2[NH:19][C:20]3[CH:25]=[C:24]([Br:26])[CH:23]=[CH:22][C:21]=3[N:27]=2)[CH2:16][C:13]2([CH2:15][CH2:14]2)[CH2:12]1)=[O:10])[C:2]1[CH:7]=[CH:6][CH:5]=[CH:4][CH:3]=1. The yield is 1.00. (8) The reactants are C(OC([NH:8][CH2:9][C:10]1[CH:16]=[CH:15][C:13]([NH2:14])=[CH:12][CH:11]=1)=O)(C)(C)C.[C:17]1([C:38]2[CH:43]=[CH:42][CH:41]=[CH:40][CH:39]=2)[CH:22]=[CH:21][CH:20]=[CH:19][C:18]=1[NH:23][C:24]([O:26][CH:27]1[CH2:32][CH2:31][N:30]([CH2:33][CH2:34][C:35](O)=[O:36])[CH2:29][CH2:28]1)=[O:25].CN(C(ON1N=NC2C=CC=NC1=2)=[N+](C)C)C.F[P-](F)(F)(F)(F)F.CCN(C(C)C)C(C)C. The catalyst is CN(C=O)C.C(O)(C(F)(F)F)=O.C(Cl)Cl. The product is [NH2:8][CH2:9][C:10]1[CH:11]=[CH:12][C:13]([NH:14][C:35]([CH2:34][CH2:33][N:30]2[CH2:29][CH2:28][CH:27]([O:26][C:24](=[O:25])[NH:23][C:18]3[CH:19]=[CH:20][CH:21]=[CH:22][C:17]=3[C:38]3[CH:39]=[CH:40][CH:41]=[CH:42][CH:43]=3)[CH2:32][CH2:31]2)=[O:36])=[CH:15][CH:16]=1. The yield is 0.940.